This data is from Full USPTO retrosynthesis dataset with 1.9M reactions from patents (1976-2016). The task is: Predict the reactants needed to synthesize the given product. (1) Given the product [Cl:31][C:32]1[CH:33]=[C:34]([N:38]2[C:5]([C:7]3[C:12](=[O:13])[C:11]([O:14][CH3:15])=[CH:10][N:9]([C:16]4[CH:21]=[CH:20][C:19]([N:22]5[CH:26]=[CH:25][CH:24]=[N:23]5)=[CH:18][C:17]=4[O:27][CH3:28])[N:8]=3)=[CH:4][CH:3]=[N:39]2)[CH:35]=[CH:36][CH:37]=1, predict the reactants needed to synthesize it. The reactants are: CN(C)[CH:3]=[CH:4][C:5]([C:7]1[C:12](=[O:13])[C:11]([O:14][CH3:15])=[CH:10][N:9]([C:16]2[CH:21]=[CH:20][C:19]([N:22]3[CH:26]=[CH:25][CH:24]=[N:23]3)=[CH:18][C:17]=2[O:27][CH3:28])[N:8]=1)=O.Cl.[Cl:31][C:32]1[CH:33]=[C:34]([NH:38][NH2:39])[CH:35]=[CH:36][CH:37]=1.FC(F)(F)C(O)=O. (2) The reactants are: [Cl:1][C:2]1[N:3]=[C:4]([N:14]2[CH2:19][CH2:18][O:17][CH2:16][CH2:15]2)[C:5]2[S:10][C:9]([CH2:11][NH:12][CH3:13])=[CH:8][C:6]=2[N:7]=1.C(N(CC)CC)C.[C:27]([O:30][CH2:31][C:32](Cl)=[O:33])(=[O:29])[CH3:28]. Given the product [C:27]([O:30][CH2:31][C:32](=[O:33])[N:12]([CH2:11][C:9]1[S:10][C:5]2[C:4]([N:14]3[CH2:15][CH2:16][O:17][CH2:18][CH2:19]3)=[N:3][C:2]([Cl:1])=[N:7][C:6]=2[CH:8]=1)[CH3:13])(=[O:29])[CH3:28], predict the reactants needed to synthesize it. (3) The reactants are: FC(F)(F)[C:3]([OH:5])=[O:4].C[C@:9]1([C:23](OC(C)(C)C)=O)[CH2:13][C:12](=[O:14])[N:11]([C@@H:15]([C:17]2[CH:22]=[CH:21][CH:20]=[CH:19][CH:18]=2)[CH3:16])[CH2:10]1.C([N:32](CC)CC)C.C1(P(N=[N+]=[N-])(C2C=CC=CC=2)=O)C=CC=CC=1.[C:54](O)([CH3:57])([CH3:56])[CH3:55]. Given the product [CH3:23][C@:9]1([NH:32][C:3](=[O:4])[O:5][C:54]([CH3:57])([CH3:56])[CH3:55])[CH2:13][C:12](=[O:14])[N:11]([C@@H:15]([C:17]2[CH:18]=[CH:19][CH:20]=[CH:21][CH:22]=2)[CH3:16])[CH2:10]1, predict the reactants needed to synthesize it. (4) The reactants are: C(OC([NH:8][CH2:9][C@H:10]([N:12]1[C:16]([C:17](OCC)=[O:18])=[CH:15][C:14]([CH2:22][O:23][C:24]2[CH:29]=[CH:28][CH:27]=[CH:26][CH:25]=2)=[N:13]1)[CH3:11])=O)(C)(C)C.Cl.C([O-])(O)=O.[Na+]. Given the product [CH3:11][C@H:10]1[N:12]2[N:13]=[C:14]([CH2:22][O:23][C:24]3[CH:29]=[CH:28][CH:27]=[CH:26][CH:25]=3)[CH:15]=[C:16]2[C:17](=[O:18])[NH:8][CH2:9]1, predict the reactants needed to synthesize it. (5) Given the product [CH3:15][C@H:14]1[CH2:13][NH:12][C@H:11]([CH3:23])[CH2:10][N:9]1[C:6]1[CH:7]=[CH:8][C:3]([C:1]#[N:2])=[C:4]([F:24])[CH:5]=1, predict the reactants needed to synthesize it. The reactants are: [C:1]([C:3]1[CH:8]=[CH:7][C:6]([N:9]2[C@@H:14]([CH3:15])[CH2:13][N:12](C(OC(C)(C)C)=O)[C@H:11]([CH3:23])[CH2:10]2)=[CH:5][C:4]=1[F:24])#[N:2].FC(F)(F)C(O)=O. (6) Given the product [Br:1][C:2]1[CH:3]=[CH:4][C:5]([OH:11])=[C:6]([CH:10]=1)[C:7]([NH:12][C:13]1[S:14][C:15]([C:24]2[CH:25]=[CH:26][CH:27]=[CH:28][CH:29]=2)=[C:16]([C:18]2[CH:23]=[CH:22][CH:21]=[CH:20][CH:19]=2)[N:17]=1)=[O:9], predict the reactants needed to synthesize it. The reactants are: [Br:1][C:2]1[CH:10]=[C:6]([C:7]([OH:9])=O)[C:5]([OH:11])=[CH:4][CH:3]=1.[NH2:12][C:13]1[S:14][C:15]([C:24]2[CH:29]=[CH:28][CH:27]=[CH:26][CH:25]=2)=[C:16]([C:18]2[CH:23]=[CH:22][CH:21]=[CH:20][CH:19]=2)[N:17]=1. (7) Given the product [CH3:25][C:24]1[O:23][N:22]=[C:21]([C:26]2[CH:27]=[CH:28][CH:29]=[CH:30][CH:31]=2)[C:20]=1[CH2:19][CH2:1][C:2]1[S:3][C:4]([C:7]([OH:9])=[O:8])=[CH:5][N:6]=1, predict the reactants needed to synthesize it. The reactants are: [CH3:1][C:2]1[S:3][C:4]([C:7]([OH:9])=[O:8])=[CH:5][N:6]=1.[Li+].CC([N-]C(C)C)C.Cl[CH2:19][C:20]1[C:21]([C:26]2[CH:31]=[CH:30][CH:29]=[CH:28][CH:27]=2)=[N:22][O:23][C:24]=1[CH3:25].